Dataset: Forward reaction prediction with 1.9M reactions from USPTO patents (1976-2016). Task: Predict the product of the given reaction. Given the reactants [F:1][C:2]1[CH:16]=[CH:15][C:5]2[N:6]=[N:7][N:8]([CH2:11][C:12]([OH:14])=O)[C:9](=[O:10])[C:4]=2[CH:3]=1.[F:17][C:18]([F:30])([F:29])[O:19][C:20]1[CH:25]=[CH:24][C:23]([C@@H:26]([NH2:28])[CH3:27])=[CH:22][CH:21]=1, predict the reaction product. The product is: [F:1][C:2]1[CH:16]=[CH:15][C:5]2[N:6]=[N:7][N:8]([CH2:11][C:12]([NH:28][C@H:26]([C:23]3[CH:22]=[CH:21][C:20]([O:19][C:18]([F:17])([F:29])[F:30])=[CH:25][CH:24]=3)[CH3:27])=[O:14])[C:9](=[O:10])[C:4]=2[CH:3]=1.